From a dataset of Forward reaction prediction with 1.9M reactions from USPTO patents (1976-2016). Predict the product of the given reaction. (1) Given the reactants [Cl:1][C:2]1[CH:7]=[CH:6][CH:5]=[CH:4][C:3]=1[C:8]1[C:9]2[C:13]([CH:14]=[CH:15][CH:16]=1)=[N:12][N:11]1[C:17]([CH:22]3[CH2:27][CH2:26][N:25](C(OC(C)(C)C)=O)[CH2:24][CH2:23]3)=[CH:18][C:19](=[O:21])[NH:20][C:10]=21.Cl, predict the reaction product. The product is: [ClH:1].[Cl:1][C:2]1[CH:7]=[CH:6][CH:5]=[CH:4][C:3]=1[C:8]1[C:9]2[C:13]([CH:14]=[CH:15][CH:16]=1)=[N:12][N:11]1[C:17]([CH:22]3[CH2:27][CH2:26][NH:25][CH2:24][CH2:23]3)=[CH:18][C:19](=[O:21])[NH:20][C:10]=21. (2) Given the reactants [Cl:1][C:2]1[CH:7]=[CH:6][C:5]([CH3:8])=[C:4]([N+:9]([O-:11])=[O:10])[CH:3]=1.[CH2:12]=[O:13].O.Cl, predict the reaction product. The product is: [Cl:1][C:2]1[CH:7]=[CH:6][C:5]([CH2:8][CH2:12][OH:13])=[C:4]([N+:9]([O-:11])=[O:10])[CH:3]=1.